From a dataset of Full USPTO retrosynthesis dataset with 1.9M reactions from patents (1976-2016). Predict the reactants needed to synthesize the given product. (1) Given the product [Cl:20][C:5]1[C:6]([NH:8][C:9]2[CH:19]=[CH:18][CH:17]=[CH:16][C:10]=2[C:11]([NH:13][O:14][CH3:15])=[O:12])=[CH:7][C:2]([NH:27][C:25]2[N:24]([CH:28]([CH3:30])[CH3:29])[N:23]=[C:22]([CH3:21])[CH:26]=2)=[N:3][CH:4]=1, predict the reactants needed to synthesize it. The reactants are: Cl[C:2]1[CH:7]=[C:6]([NH:8][C:9]2[CH:19]=[CH:18][CH:17]=[CH:16][C:10]=2[C:11]([NH:13][O:14][CH3:15])=[O:12])[C:5]([Cl:20])=[CH:4][N:3]=1.[CH3:21][C:22]1[CH:26]=[C:25]([NH2:27])[N:24]([CH:28]([CH3:30])[CH3:29])[N:23]=1.C(=O)([O-])[O-].[Cs+].[Cs+].C1C=CC(P(C2C(C3C(P(C4C=CC=CC=4)C4C=CC=CC=4)=CC=C4C=3C=CC=C4)=C3C(C=CC=C3)=CC=2)C2C=CC=CC=2)=CC=1. (2) Given the product [Br:1][C:2]1[C:3](=[O:24])[N:4]([CH2:16][C:17]2[CH:22]=[CH:21][CH:20]=[C:19]([F:23])[CH:18]=2)[CH:5]=[CH:6][C:7]=1[CH2:8][CH2:9][C:10]1[CH:15]=[CH:14][CH:13]=[CH:12][CH:11]=1, predict the reactants needed to synthesize it. The reactants are: [Br:1][C:2]1[C:3](=[O:24])[N:4]([CH2:16][C:17]2[CH:22]=[CH:21][CH:20]=[C:19]([F:23])[CH:18]=2)[CH:5]=[CH:6][C:7]=1[C:8]#[C:9][C:10]1[CH:15]=[CH:14][CH:13]=[CH:12][CH:11]=1.[H][H]. (3) Given the product [CH3:21][O:20][C:18]1[CH:17]=[CH:16][CH:15]=[C:14]2[C:19]=1[CH:11]([NH:10][C:7]1[O:8][CH2:9][C:4]3[CH:3]=[C:2]([NH:24][C:25]4[N:30]=[C:29]([C:31]([F:34])([F:32])[F:33])[CH:28]=[CH:27][N:26]=4)[CH:23]=[CH:22][C:5]=3[N:6]=1)[CH2:12][CH2:13]2, predict the reactants needed to synthesize it. The reactants are: Br[C:2]1[CH:23]=[CH:22][C:5]2[N:6]=[C:7]([NH:10][CH:11]3[C:19]4[C:14](=[CH:15][CH:16]=[CH:17][C:18]=4[O:20][CH3:21])[CH2:13][CH2:12]3)[O:8][CH2:9][C:4]=2[CH:3]=1.[NH2:24][C:25]1[N:30]=[C:29]([C:31]([F:34])([F:33])[F:32])[CH:28]=[CH:27][N:26]=1. (4) Given the product [CH3:8][C:5]1[N:4]=[C:3]([C:9]2[CH:10]=[C:11]([C@@H:15]([NH:19][C:20](=[O:26])[O:21][C:22]([CH3:25])([CH3:24])[CH3:23])[CH2:16][CH:17]=[CH2:18])[CH:12]=[CH:13][CH:14]=2)[C:2]([NH:1][C:29](=[O:30])[C@H:28]([CH3:27])[CH:32]=[CH2:33])=[CH:7][CH:6]=1, predict the reactants needed to synthesize it. The reactants are: [NH2:1][C:2]1[C:3]([C:9]2[CH:10]=[C:11]([C@@H:15]([NH:19][C:20](=[O:26])[O:21][C:22]([CH3:25])([CH3:24])[CH3:23])[CH2:16][CH:17]=[CH2:18])[CH:12]=[CH:13][CH:14]=2)=[N:4][C:5]([CH3:8])=[CH:6][CH:7]=1.[CH3:27][C@H:28]([CH:32]=[CH2:33])[C:29](O)=[O:30].N1C=CC=CC=1.C(P1(=O)OP(CCC)(=O)OP(CCC)(=O)O1)CC. (5) Given the product [CH3:49][O:54][CH:55]1[CH2:56][N:63]([CH2:61][C:3]2[CH:8]=[C:7]([NH:9][C:10]3[N:15]=[C:14]([C:16]4[CH:17]=[CH:18][C:19]([O:24][CH:25]5[CH2:30][CH2:29][O:28][CH2:27][CH2:26]5)=[C:20]([CH:23]=4)[C:21]#[N:22])[CH:13]=[CH:12][N:11]=3)[CH:6]=[CH:5][N:4]=2)[CH2:60]1, predict the reactants needed to synthesize it. The reactants are: C([C:3]1[CH:8]=[C:7]([NH:9][C:10]2[N:15]=[C:14]([C:16]3[CH:17]=[CH:18][C:19]([O:24][CH:25]4[CH2:30][CH2:29][O:28][CH2:27][CH2:26]4)=[C:20]([CH:23]=3)[C:21]#[N:22])[CH:13]=[CH:12][N:11]=2)[CH:6]=[CH:5][N:4]=1)=O.OCC1C=C(NC2N=C(C3C=C[C:49]([O:54][CH:55]4[CH2:60]COC[CH2:56]4)=C(C=3)C#N)C=CN=2)C=CN=1.[C:61](#[N:63])C. (6) Given the product [Cl:30][C:17]1[CH:16]=[C:15]([N:6]([C:7]2[CH:12]=[CH:11][C:10]([F:13])=[CH:9][C:8]=2[CH3:14])[C:5]([O:4][CH:2]([O:40][C:32](=[O:39])[C:33]2[CH:38]=[CH:37][CH:36]=[N:35][CH:34]=2)[CH3:3])=[O:31])[CH:20]=[CH:19][C:18]=1[C:21](=[O:29])[C:22]1[CH:27]=[CH:26][CH:25]=[CH:24][C:23]=1[CH3:28], predict the reactants needed to synthesize it. The reactants are: Cl[CH:2]([O:4][C:5](=[O:31])[N:6]([C:15]1[CH:20]=[CH:19][C:18]([C:21](=[O:29])[C:22]2[CH:27]=[CH:26][CH:25]=[CH:24][C:23]=2[CH3:28])=[C:17]([Cl:30])[CH:16]=1)[C:7]1[CH:12]=[CH:11][C:10]([F:13])=[CH:9][C:8]=1[CH3:14])[CH3:3].[C:32]([O-:40])(=[O:39])[C:33]1[CH:38]=[CH:37][CH:36]=[N:35][CH:34]=1.C([N+](CCCC)(CCCC)CCCC)CCC. (7) Given the product [I:8][C:7]1[C:2]([NH:19][CH3:18])=[N:3][C:4]([NH:9][C:10]2[CH:17]=[CH:16][C:13]([C:14]#[N:15])=[CH:12][CH:11]=2)=[N:5][CH:6]=1, predict the reactants needed to synthesize it. The reactants are: Cl[C:2]1[C:7]([I:8])=[CH:6][N:5]=[C:4]([NH:9][C:10]2[CH:17]=[CH:16][C:13]([C:14]#[N:15])=[CH:12][CH:11]=2)[N:3]=1.[CH3:18][NH2:19].O.